Dataset: Forward reaction prediction with 1.9M reactions from USPTO patents (1976-2016). Task: Predict the product of the given reaction. (1) Given the reactants [C:1]([C:5]1[CH:13]=[C:12]([Br:14])[C:11]([CH3:15])=[C:7]([C:8]([OH:10])=O)[C:6]=1[OH:16])([CH3:4])([CH3:3])[CH3:2].[Br:17][C:18]1[C:24]([C:25]([F:28])([F:27])[F:26])=[CH:23][C:22]([C:29]([F:32])([F:31])[F:30])=[CH:21][C:19]=1[NH2:20], predict the reaction product. The product is: [Br:14][C:12]1[C:11]([CH3:15])=[C:7]([C:6]([OH:16])=[C:5]([C:1]([CH3:2])([CH3:3])[CH3:4])[CH:13]=1)[C:8]([NH:20][C:19]1[CH:21]=[C:22]([C:29]([F:30])([F:31])[F:32])[CH:23]=[C:24]([C:25]([F:26])([F:27])[F:28])[C:18]=1[Br:17])=[O:10]. (2) Given the reactants C([O:3][C:4](=[O:35])[CH2:5][O:6][C:7]1[CH:16]=[C:15]2[C:10]([CH2:11][CH2:12][N:13]3[C:19]([C:20](=[O:27])[N:21]([C:23]([CH3:26])([CH3:25])[CH3:24])[CH3:22])=[CH:18][C:17]([C:28]4[S:29][CH:30]=[CH:31][CH:32]=4)=[C:14]32)=[CH:9][C:8]=1[O:33][CH3:34])C.[OH-].[K+].Cl, predict the reaction product. The product is: [C:23]([N:21]([CH3:22])[C:20]([C:19]1[N:13]2[CH2:12][CH2:11][C:10]3[C:15]([C:14]2=[C:17]([C:28]2[S:29][CH:30]=[CH:31][CH:32]=2)[CH:18]=1)=[CH:16][C:7]([O:6][CH2:5][C:4]([OH:35])=[O:3])=[C:8]([O:33][CH3:34])[CH:9]=3)=[O:27])([CH3:25])([CH3:26])[CH3:24]. (3) Given the reactants [OH-].[Li+].C[O:4][C:5](=[O:25])[C:6]1[CH:11]=[CH:10][CH:9]=[C:8]([O:12][CH2:13][C:14](=[O:24])[NH:15][C:16]2[CH:21]=[CH:20][CH:19]=[C:18]([C:22]#[N:23])[CH:17]=2)[CH:7]=1.CO.Cl, predict the reaction product. The product is: [C:22]([C:18]1[CH:17]=[C:16]([NH:15][C:14]([CH2:13][O:12][C:8]2[CH:7]=[C:6]([CH:11]=[CH:10][CH:9]=2)[C:5]([OH:25])=[O:4])=[O:24])[CH:21]=[CH:20][CH:19]=1)#[N:23]. (4) Given the reactants [CH3:1][O:2][CH2:3][CH2:4][CH2:5][O:6][C:7]1[CH:29]=[CH:28][C:10]2[C:11]([CH2:14][O:15][C:16]3[CH:24]=[CH:23][CH:22]=[C:21]4[C:17]=3[CH:18]=[C:19]([C:25]([OH:27])=O)[NH:20]4)=[CH:12][O:13][C:9]=2[CH:8]=1.[NH2:30][CH:31]1[CH2:36][CH2:35][C:34]([CH2:38][CH2:39][N:40]2[CH2:45][CH2:44][C@H:43]([OH:46])[C@@H:42]([CH3:47])[CH2:41]2)([OH:37])[CH2:33][CH2:32]1, predict the reaction product. The product is: [OH:37][C:34]1([CH2:38][CH2:39][N:40]2[CH2:45][CH2:44][C@H:43]([OH:46])[C@@H:42]([CH3:47])[CH2:41]2)[CH2:35][CH2:36][CH:31]([NH:30][C:25]([C:19]2[NH:20][C:21]3[C:17]([CH:18]=2)=[C:16]([O:15][CH2:14][C:11]2[C:10]4[CH:28]=[CH:29][C:7]([O:6][CH2:5][CH2:4][CH2:3][O:2][CH3:1])=[CH:8][C:9]=4[O:13][CH:12]=2)[CH:24]=[CH:23][CH:22]=3)=[O:27])[CH2:32][CH2:33]1. (5) Given the reactants [CH:1]1([C:4]2[N:8]=[C:7](CN3C(=O)C4=CC=CC=C4C3=O)[O:6][N:5]=2)[CH2:3][CH2:2]1.[CH3:21][NH:22]N, predict the reaction product. The product is: [NH2:22][CH2:21][N:8]1[CH2:7][O:6][N:5]=[C:4]1[CH:1]1[CH2:2][CH2:3]1. (6) The product is: [F:1][C:2]([F:18])([F:17])[C:3]([NH:5][C:6]1[N:7]=[C:8]2[CH:13]=[CH:12][C:11]([F:14])=[CH:10][N:9]2[C:15]=1[CH3:20])=[O:4]. Given the reactants [F:1][C:2]([F:18])([F:17])[C:3]([NH:5][C:6]1[N:7]=[C:8]2[CH:13]=[CH:12][C:11]([F:14])=[CH:10][N:9]2[C:15]=1I)=[O:4].[Li+].[CH3:20]CC[CH2-].CI, predict the reaction product. (7) The product is: [CH:1]1([C:4]2[C:13]3[CH2:12][N:11]([C:14]4[CH:23]=[C:22]5[C:17]([CH2:18][CH2:19][CH:20]([C:24]6[C:29]([F:30])=[CH:28][CH:27]=[CH:26][N:25]=6)[O:21]5)=[CH:16][C:15]=4[CH3:31])[C:10](=[O:32])[NH:9][C:8]=3[CH:7]=[C:6]([CH2:33][CH2:34][C:35]([OH:37])=[O:36])[N:5]=2)[CH2:2][CH2:3]1. Given the reactants [CH:1]1([C:4]2[C:13]3[CH2:12][N:11]([C:14]4[CH:23]=[C:22]5[C:17]([CH2:18][CH2:19][CH:20]([C:24]6[C:29]([F:30])=[CH:28][CH:27]=[CH:26][N:25]=6)[O:21]5)=[CH:16][C:15]=4[CH3:31])[C:10](=[O:32])[NH:9][C:8]=3[CH:7]=[C:6](/[CH:33]=[CH:34]/[C:35]([OH:37])=[O:36])[N:5]=2)[CH2:3][CH2:2]1, predict the reaction product. (8) Given the reactants C(=O)([O-])[O-].[Cs+].[Cs+].[Cl:7][C:8]1[CH:13]=[CH:12][C:11]([C:14]2[C:20]3[CH:21]=[C:22]([OH:25])[CH:23]=[CH:24][C:19]=3[CH2:18][CH:17]([CH3:26])[N:16]([C:27]([NH:29][CH3:30])=[O:28])[N:15]=2)=[CH:10][CH:9]=1.Cl[CH2:32][CH2:33][N:34]1[CH2:39][CH2:38][O:37][CH2:36][CH2:35]1, predict the reaction product. The product is: [Cl:7][C:8]1[CH:9]=[CH:10][C:11]([C:14]2[C:20]3[CH:21]=[C:22]([O:25][CH2:32][CH2:33][N:34]4[CH2:39][CH2:38][O:37][CH2:36][CH2:35]4)[CH:23]=[CH:24][C:19]=3[CH2:18][CH:17]([CH3:26])[N:16]([C:27]([NH:29][CH3:30])=[O:28])[N:15]=2)=[CH:12][CH:13]=1.